The task is: Predict the product of the given reaction.. This data is from Forward reaction prediction with 1.9M reactions from USPTO patents (1976-2016). Given the reactants I[C:2]1[CH:7]=[CH:6][C:5]([N+:8]([O-:10])=[O:9])=[CH:4][CH:3]=1.Br[C:12]1[C:17]([F:18])=[C:16]([F:19])[C:15]([F:20])=[C:14]([F:21])[C:13]=1[F:22], predict the reaction product. The product is: [N+:8]([C:5]1[CH:6]=[CH:7][C:2]([C:12]2[C:13]([F:22])=[C:14]([F:21])[C:15]([F:20])=[C:16]([F:19])[C:17]=2[F:18])=[CH:3][CH:4]=1)([O-:10])=[O:9].